This data is from Forward reaction prediction with 1.9M reactions from USPTO patents (1976-2016). The task is: Predict the product of the given reaction. (1) Given the reactants [NH2:1][C:2]1[C:10]2[C:5](=[N:6][C:7]([C:11]3[CH:16]=[CH:15][C:14]([NH:17][C:18]([NH:20][C:21]4[CH:26]=[C:25]([C:27]([F:30])([F:29])[F:28])[CH:24]=[CH:23][C:22]=4[F:31])=[O:19])=[CH:13][CH:12]=3)=[CH:8][CH:9]=2)[NH:4][N:3]=1.[S:32]1[CH:36]=[CH:35][C:34]([C:37](Cl)=[O:38])=[CH:33]1.O, predict the reaction product. The product is: [F:31][C:22]1[CH:23]=[CH:24][C:25]([C:27]([F:28])([F:30])[F:29])=[CH:26][C:21]=1[NH:20][C:18](=[O:19])[NH:17][C:14]1[CH:15]=[CH:16][C:11]([C:7]2[N:6]=[C:5]3[NH:4][N:3]=[C:2]([NH:1][C:37]([C:34]4[CH:35]=[CH:36][S:32][CH:33]=4)=[O:38])[C:10]3=[CH:9][CH:8]=2)=[CH:12][CH:13]=1. (2) Given the reactants [Cl:1][C:2]1[CH:7]=[CH:6][C:5]([C:8]2[CH:17]=[N:16][CH:15]=[C:14]3[C:9]=2[CH:10]=[C:11]([C:18]([OH:20])=O)[CH:12]=[N:13]3)=[CH:4][CH:3]=1.C(Cl)(=O)C(Cl)=O.[CH3:27][S:28]([C:31]1[CH:32]=[C:33]([CH2:37][NH2:38])[CH:34]=[CH:35][CH:36]=1)(=[O:30])=[O:29].C(N(CC)CC)C, predict the reaction product. The product is: [Cl:1][C:2]1[CH:3]=[CH:4][C:5]([C:8]2[CH:17]=[N:16][CH:15]=[C:14]3[C:9]=2[CH:10]=[C:11]([C:18]([NH:38][CH2:37][C:33]2[CH:34]=[CH:35][CH:36]=[C:31]([S:28]([CH3:27])(=[O:30])=[O:29])[CH:32]=2)=[O:20])[CH:12]=[N:13]3)=[CH:6][CH:7]=1. (3) Given the reactants [N:1]1[CH:2]=[CH:3][N:4]2[CH:9]=[C:8]([CH2:10][O:11][C:12]3[CH:17]=[CH:16][N+:15]([O-])=[CH:14][CH:13]=3)[CH:7]=[CH:6][C:5]=12.C(OC(=O)C)(=[O:21])C, predict the reaction product. The product is: [N:1]1[CH:2]=[CH:3][N:4]2[CH:9]=[C:8]([CH2:10][O:11][C:12]3[CH:17]=[CH:16][NH:15][C:14](=[O:21])[CH:13]=3)[CH:7]=[CH:6][C:5]=12. (4) Given the reactants [F:1][C:2]1[CH:7]=[CH:6][C:5]([C:8]2[C:17](=[O:18])[N:11]3[CH2:12][CH:13]([O:15][CH3:16])[CH2:14][N:10]3[C:9]=2[C:19]2[CH:24]=[CH:23][N:22]=[C:21](SC)[N:20]=2)=[CH:4][CH:3]=1.Cl[C:28]1C=CC=C(C(OO)=O)C=1.[S:38](=[O:41])(O)[O-:39].[Na+], predict the reaction product. The product is: [F:1][C:2]1[CH:7]=[CH:6][C:5]([C:8]2[C:17](=[O:18])[N:11]3[CH2:12][CH:13]([O:15][CH3:16])[CH2:14][N:10]3[C:9]=2[C:19]2[CH:24]=[CH:23][N:22]=[C:21]([S:38]([CH3:28])(=[O:41])=[O:39])[N:20]=2)=[CH:4][CH:3]=1. (5) Given the reactants [CH3:1][C:2]([C:9]1[CH:10]=[N:11][CH:12]=[CH:13][CH:14]=1)([CH3:8])[C:3]([O:5]CC)=[O:4].[Li+].[OH-].O.Cl, predict the reaction product. The product is: [CH3:8][C:2]([C:9]1[CH:10]=[N:11][CH:12]=[CH:13][CH:14]=1)([CH3:1])[C:3]([OH:5])=[O:4]. (6) Given the reactants O=O.[C:3]([O:7][C:8](=[O:17])[C:9]1[CH:14]=[C:13]([CH3:15])[N:12]=[C:11](Cl)[CH:10]=1)([CH3:6])([CH3:5])[CH3:4].[CH2:18]([NH2:22])[CH2:19][CH:20]=[CH2:21], predict the reaction product. The product is: [C:3]([O:7][C:8](=[O:17])[C:9]1[CH:14]=[C:13]([CH3:15])[N:12]=[C:11]([NH:22][CH2:18][CH2:19][CH:20]=[CH2:21])[CH:10]=1)([CH3:6])([CH3:5])[CH3:4]. (7) Given the reactants CN(C=O)C.Br[C:7]1[CH:12]=[CH:11][C:10]([C@H:13]([NH:18][C@H:19]([C:25]([NH:27][C:28]2([C:31]#[N:32])[CH2:30][CH2:29]2)=[O:26])[CH2:20][C:21]([F:24])([CH3:23])[CH3:22])[C:14]([F:17])([F:16])[F:15])=[CH:9][CH:8]=1.[B:33]1([B:33]2[O:37][C:36]([CH3:39])([CH3:38])[C:35]([CH3:41])([CH3:40])[O:34]2)[O:37][C:36]([CH3:39])([CH3:38])[C:35]([CH3:41])([CH3:40])[O:34]1.C([O-])(=O)C.[K+], predict the reaction product. The product is: [C:31]([C:28]1([NH:27][C:25](=[O:26])[C@H:19]([CH2:20][C:21]([F:24])([CH3:23])[CH3:22])[NH:18][C@@H:13]([C:10]2[CH:11]=[CH:12][C:7]([B:33]3[O:37][C:36]([CH3:39])([CH3:38])[C:35]([CH3:41])([CH3:40])[O:34]3)=[CH:8][CH:9]=2)[C:14]([F:17])([F:16])[F:15])[CH2:30][CH2:29]1)#[N:32]. (8) Given the reactants [N+:1]([C:4]1[CH:5]=[C:6]([CH:10]=[CH:11][C:12]=1[F:13])[C:7]([OH:9])=[O:8])([O-:3])=[O:2].S(Cl)(Cl)=O.[CH3:18]O, predict the reaction product. The product is: [F:13][C:12]1[CH:11]=[CH:10][C:6]([C:7]([O:9][CH3:18])=[O:8])=[CH:5][C:4]=1[N+:1]([O-:3])=[O:2].